Dataset: NCI-60 drug combinations with 297,098 pairs across 59 cell lines. Task: Regression. Given two drug SMILES strings and cell line genomic features, predict the synergy score measuring deviation from expected non-interaction effect. (1) Drug 1: C1=NNC2=C1C(=O)NC=N2. Drug 2: CCN(CC)CCCC(C)NC1=C2C=C(C=CC2=NC3=C1C=CC(=C3)Cl)OC. Cell line: SW-620. Synergy scores: CSS=43.3, Synergy_ZIP=-0.0911, Synergy_Bliss=-1.88, Synergy_Loewe=-34.4, Synergy_HSA=-1.96. (2) Drug 1: CC1=C(C=C(C=C1)C(=O)NC2=CC(=CC(=C2)C(F)(F)F)N3C=C(N=C3)C)NC4=NC=CC(=N4)C5=CN=CC=C5. Drug 2: CCCCCOC(=O)NC1=NC(=O)N(C=C1F)C2C(C(C(O2)C)O)O. Cell line: LOX IMVI. Synergy scores: CSS=-5.79, Synergy_ZIP=2.69, Synergy_Bliss=1.36, Synergy_Loewe=-4.42, Synergy_HSA=-4.26. (3) Cell line: SNB-19. Drug 1: CC1=C(C=C(C=C1)NC(=O)C2=CC=C(C=C2)CN3CCN(CC3)C)NC4=NC=CC(=N4)C5=CN=CC=C5. Drug 2: COCCOC1=C(C=C2C(=C1)C(=NC=N2)NC3=CC=CC(=C3)C#C)OCCOC.Cl. Synergy scores: CSS=-1.68, Synergy_ZIP=0.616, Synergy_Bliss=1.17, Synergy_Loewe=-3.97, Synergy_HSA=-2.15.